From a dataset of Forward reaction prediction with 1.9M reactions from USPTO patents (1976-2016). Predict the product of the given reaction. (1) The product is: [Br:1][C:2]1[CH:10]=[CH:9][C:5]([C:6]([N:24]2[CH2:25][CH2:26][N:21]([C:14]3[C:13]([CH3:12])=[CH:20][C:17]([C:18]#[N:19])=[CH:16][N:15]=3)[CH2:22][CH2:23]2)=[O:8])=[C:4]([CH3:11])[CH:3]=1. Given the reactants [Br:1][C:2]1[CH:10]=[CH:9][C:5]([C:6]([OH:8])=O)=[C:4]([CH3:11])[CH:3]=1.[CH3:12][C:13]1[C:14]([N:21]2[CH2:26][CH2:25][NH:24][CH2:23][CH2:22]2)=[N:15][CH:16]=[C:17]([CH:20]=1)[C:18]#[N:19], predict the reaction product. (2) Given the reactants [F:1][C:2]1[C:44]([C:45]([F:48])([F:47])[F:46])=[N:43][CH:42]=[CH:41][C:3]=1[C:4]([N:6]1[CH2:11][CH2:10][CH:9]([N:12]2[CH2:15][C:14]([CH2:38][C:39]#[N:40])([N:16]3[CH:20]=[C:19]([C:21]4[C:22]5[CH:29]=[CH:28][N:27](COCC[Si](C)(C)C)[C:23]=5[N:24]=[CH:25][N:26]=4)[CH:18]=[N:17]3)[CH2:13]2)[CH2:8][CH2:7]1)=[O:5].FC(F)(F)C(O)=O, predict the reaction product. The product is: [F:1][C:2]1[C:44]([C:45]([F:48])([F:46])[F:47])=[N:43][CH:42]=[CH:41][C:3]=1[C:4]([N:6]1[CH2:7][CH2:8][CH:9]([N:12]2[CH2:13][C:14]([CH2:38][C:39]#[N:40])([N:16]3[CH:20]=[C:19]([C:21]4[C:22]5[CH:29]=[CH:28][NH:27][C:23]=5[N:24]=[CH:25][N:26]=4)[CH:18]=[N:17]3)[CH2:15]2)[CH2:10][CH2:11]1)=[O:5].